From a dataset of Forward reaction prediction with 1.9M reactions from USPTO patents (1976-2016). Predict the product of the given reaction. (1) The product is: [CH3:15][C:16]1[N:21]=[C:20]([C:22]([NH:1][C:2]2[CH:10]=[C:9]3[C:5]([C:6]([CH3:14])([CH3:13])[C:7](=[O:12])[N:8]3[CH3:11])=[CH:4][CH:3]=2)=[O:23])[CH:19]=[C:18]([CH3:25])[N:17]=1. Given the reactants [NH2:1][C:2]1[CH:10]=[C:9]2[C:5]([C:6]([CH3:14])([CH3:13])[C:7](=[O:12])[N:8]2[CH3:11])=[CH:4][CH:3]=1.[CH3:15][C:16]1[N:21]=[C:20]([C:22](O)=[O:23])[CH:19]=[C:18]([CH3:25])[N:17]=1, predict the reaction product. (2) The product is: [C:19]([O:18][C:16]([NH:13][CH2:12][C:11]1[CH:10]=[CH:9][C:8]([NH:7][C:5]([C@@H:3]2[CH2:4][C@H:2]2[CH3:1])=[O:6])=[CH:15][CH:14]=1)=[O:17])([CH3:22])([CH3:21])[CH3:20]. Given the reactants [CH3:1][C@@H:2]1[CH2:4][C@H:3]1[C:5]([NH:7][C:8]1[CH:15]=[CH:14][C:11]([C:12]#[N:13])=[CH:10][CH:9]=1)=[O:6].[C:16](O[C:16]([O:18][C:19]([CH3:22])([CH3:21])[CH3:20])=[O:17])([O:18][C:19]([CH3:22])([CH3:21])[CH3:20])=[O:17], predict the reaction product. (3) Given the reactants F[C:2]1[CH:18]=[CH:17][C:5]([C:6]([NH:8][C:9]2[CH:14]=[CH:13][CH:12]=[C:11]([O:15][CH3:16])[CH:10]=2)=[O:7])=[CH:4][C:3]=1[C:19]([F:22])([F:21])[F:20].[CH2:23](N)CC.[CH3:27][N:28]1[CH2:32][CH2:31][CH2:30][C:29]1=O, predict the reaction product. The product is: [CH3:16][O:15][C:11]1[CH:10]=[C:9]([NH:8][C:6](=[O:7])[C:5]2[CH:17]=[CH:18][C:2]([N:28]3[CH2:27][CH2:23][CH:30]([CH3:29])[CH2:31][CH2:32]3)=[C:3]([C:19]([F:22])([F:21])[F:20])[CH:4]=2)[CH:14]=[CH:13][CH:12]=1. (4) Given the reactants [Br:1][C:2]1[CH:7]=[CH:6][C:5]([N:8]2[CH2:13][CH2:12][C:11](=[O:14])[CH2:10][CH2:9]2)=[CH:4][CH:3]=1.[BH4-].[Na+].C([O-])(O)=O.[Na+], predict the reaction product. The product is: [Br:1][C:2]1[CH:7]=[CH:6][C:5]([N:8]2[CH2:9][CH2:10][CH:11]([OH:14])[CH2:12][CH2:13]2)=[CH:4][CH:3]=1. (5) Given the reactants [NH2:1][C:2]1[CH:3]=[CH:4][C:5]([F:21])=[C:6]([C@:8]2([CH3:20])[C@@H:13]([F:14])[C@@H:12]([C:15]([F:18])([F:17])[F:16])[O:11][C:10]([NH2:19])=[N:9]2)[CH:7]=1.[CH2:22]([O:26][C:27]1[N:28]=[CH:29][C:30]([C:33](O)=[O:34])=[N:31][CH:32]=1)[C:23]#[C:24][CH3:25].C[N+]1(C2N=C(OC)N=C(OC)N=2)CCOCC1.[Cl-], predict the reaction product. The product is: [NH2:19][C:10]1[O:11][C@H:12]([C:15]([F:18])([F:17])[F:16])[C@H:13]([F:14])[C@:8]([C:6]2[CH:7]=[C:2]([NH:1][C:33]([C:30]3[CH:29]=[N:28][C:27]([O:26][CH2:22][C:23]#[C:24][CH3:25])=[CH:32][N:31]=3)=[O:34])[CH:3]=[CH:4][C:5]=2[F:21])([CH3:20])[N:9]=1. (6) Given the reactants [Br:1][C:2]1[CH:3]=[N:4][N:5]2[C:10](Cl)=[CH:9][C:8]([Cl:12])=[N:7][C:6]=12.[CH:13]1([CH2:16][NH2:17])[CH2:15][CH2:14]1.CCN(C(C)C)C(C)C.O, predict the reaction product. The product is: [Br:1][C:2]1[CH:3]=[N:4][N:5]2[C:10]([NH:17][CH2:16][CH:13]3[CH2:15][CH2:14]3)=[CH:9][C:8]([Cl:12])=[N:7][C:6]=12. (7) Given the reactants [Cl:1][C:2]1[C:3]([N:11]2[CH:15]([CH3:16])[CH2:14][O:13][C:12]2=[O:17])=[C:4]([CH:8]=[CH:9][CH:10]=1)C(O)=O.[Cl:18][C:19]1[CH:30]=[CH:29][C:22]2[NH:23][C:24]([C@@H:26]([NH2:28])[CH3:27])=[N:25][C:21]=2[CH:20]=1.CN([C:34]([O:38]N1N=NC2C=CC=CC1=2)=[N+](C)C)C.[B-](F)(F)(F)F.CCN(C(C)C)C(C)C, predict the reaction product. The product is: [Cl:1][C:2]1[CH:10]=[C:9]([CH:8]=[CH:4][C:3]=1[N:11]1[CH:15]([CH3:16])[CH2:14][O:13][C:12]1=[O:17])[C:34]([NH:28][C@H:26]([C:24]1[NH:23][C:22]2[CH:29]=[CH:30][C:19]([Cl:18])=[CH:20][C:21]=2[N:25]=1)[CH3:27])=[O:38].